This data is from Reaction yield outcomes from USPTO patents with 853,638 reactions. The task is: Predict the reaction yield, written as a fraction of the theoretical maximum amount of product (1.0 means a 100% yield; for example, 0.34 means a 34% yield). (1) The reactants are [N:1]1([NH:6][S:7]([CH:10]2[C:15]([C:16]([O:18][CH2:19][CH3:20])=[O:17])=[CH:14][CH2:13][CH2:12][CH2:11]2)(=[O:9])=[O:8])[CH:5]=[CH:4][CH:3]=[CH:2]1.[Cl:21]N1C(=O)CCC1=O.O. The catalyst is O1CCCC1. The product is [Cl:21][C:5]1[N:1]([NH:6][S:7]([CH:10]2[C:15]([C:16]([O:18][CH2:19][CH3:20])=[O:17])=[CH:14][CH2:13][CH2:12][CH2:11]2)(=[O:8])=[O:9])[CH:2]=[CH:3][CH:4]=1. The yield is 0.300. (2) The reactants are [H-].[H-].[H-].[H-].[Li+].[Al+3].[CH3:7][NH:8][C:9]([C:11]1[NH:12][C:13]2[C:18]([CH:19]=1)=[CH:17][CH:16]=[CH:15][CH:14]=2)=O. The catalyst is C1COCC1. The product is [CH3:7][NH:8][CH2:9][C:11]1[NH:12][C:13]2[C:18]([CH:19]=1)=[CH:17][CH:16]=[CH:15][CH:14]=2. The yield is 0.510. (3) The catalyst is C1COCC1. The product is [CH2:48]([O:50][C:51]([C:53]1[N:54]([CH2:44][CH:43]([NH:42][C:41]([O:40][C:36]([CH3:39])([CH3:38])[CH3:37])=[O:47])[CH3:46])[N:55]=[C:56]([CH2:58][O:59][C:60]2[CH:65]=[CH:64][CH:63]=[CH:62][CH:61]=2)[CH:57]=1)=[O:52])[CH3:49]. The reactants are N(C(OC(C)(C)C)=O)=NC(OC(C)(C)C)=O.C1(P(C2C=CC=CC=2)C2C=CC=CC=2)C=CC=CC=1.[C:36]([O:40][C:41](=[O:47])[NH:42][CH:43]([CH3:46])[CH2:44]O)([CH3:39])([CH3:38])[CH3:37].[CH2:48]([O:50][C:51]([C:53]1[NH:54][N:55]=[C:56]([CH2:58][O:59][C:60]2[CH:65]=[CH:64][CH:63]=[CH:62][CH:61]=2)[CH:57]=1)=[O:52])[CH3:49]. The yield is 0.910. (4) The reactants are [O:1]=[C:2]1[N:6]2[C:7]3[CH:14]=[CH:13][C:12]([N:15]4[CH2:20][CH2:19][O:18][CH2:17][C:16]4=[O:21])=[CH:11][C:8]=3[O:9][CH2:10][C@H:5]2[C@@H:4]([CH2:22]CS([O-])(=O)=O)[O:3]1.[K].[C:29]1(=[O:39])[NH:33][C:32](=[O:34])[C:31]2=[CH:35][CH:36]=[CH:37][CH:38]=[C:30]12.C(Cl)Cl.CO.O. The catalyst is CN(C=O)C. The product is [O:1]=[C:2]1[N:6]2[C:7]3[CH:14]=[CH:13][C:12]([N:15]4[CH2:20][CH2:19][O:18][CH2:17][C:16]4=[O:21])=[CH:11][C:8]=3[O:9][CH2:10][C@H:5]2[C@H:4]([CH2:22][N:33]2[C:29](=[O:39])[C:30]3[C:31](=[CH:35][CH:36]=[CH:37][CH:38]=3)[C:32]2=[O:34])[O:3]1. The yield is 0.842. (5) The yield is 0.495. The reactants are [CH3:1][O:2][C:3]1[CH:12]=[C:11]2[C:6]([CH:7]=[C:8](C(O)=O)[C:9](=[O:13])[O:10]2)=[CH:5][CH:4]=1.CC[N:19]([CH2:22]C)CC.C1C=CC(P(N=[N+]=[N-])(C2C=CC=CC=2)=[O:31])=CC=1.[CH2:41]([O:43][C:44]1[CH2:49][CH2:48][CH:47]([CH2:50][CH2:51][CH2:52][OH:53])[C:46](=[O:54])[CH:45]=1)[CH3:42]. The product is [CH2:41]([O:43][C:44]1[CH2:49][CH2:48][CH:47]([CH2:50][CH2:51][CH2:52][O:53][C:22](=[O:31])[NH:19][C:8]2[C:9](=[O:13])[O:10][C:11]3[C:6]([CH:7]=2)=[CH:5][CH:4]=[C:3]([O:2][CH3:1])[CH:12]=3)[C:46](=[O:54])[CH:45]=1)[CH3:42]. The catalyst is C1C=CC=CC=1.O.